From a dataset of Full USPTO retrosynthesis dataset with 1.9M reactions from patents (1976-2016). Predict the reactants needed to synthesize the given product. (1) Given the product [Br:1][C:2]1[CH:7]=[C:6]([C:8]([F:11])([F:10])[F:9])[CH:5]=[CH:4][C:3]=1[C:21]1[CH:30]=[CH:29][CH:28]=[C:27]2[C:22]=1[CH2:23][CH2:24][N:25]([C:31]([O:33][C:34]([CH3:37])([CH3:36])[CH3:35])=[O:32])[CH2:26]2, predict the reactants needed to synthesize it. The reactants are: [Br:1][C:2]1[CH:7]=[C:6]([C:8]([F:11])([F:10])[F:9])[CH:5]=[CH:4][C:3]=1I.CC1(C)C(C)(C)OB([C:21]2[CH:30]=[CH:29][CH:28]=[C:27]3[C:22]=2[CH2:23][CH2:24][N:25]([C:31]([O:33][C:34]([CH3:37])([CH3:36])[CH3:35])=[O:32])[CH2:26]3)O1.C(=O)([O-])[O-].[K+].[K+]. (2) The reactants are: [CH:1]1([N:7]([CH:24]2[CH2:29][CH2:28][CH2:27][CH2:26][CH2:25]2)[C:8](=[O:23])[NH:9][C:10]2[S:11][C:12]([S:15]([NH:18][CH2:19][C:20]([OH:22])=[O:21])(=[O:17])=[O:16])=[CH:13][N:14]=2)[CH2:6][CH2:5][CH2:4][CH2:3][CH2:2]1.[CH:30]1(NC2CCCCC2)CCCCC1.COC(=O)CN(S(C1SC(N)=NC=1)(=O)=O)C. Given the product [CH:24]1([N:7]([CH:1]2[CH2:2][CH2:3][CH2:4][CH2:5][CH2:6]2)[C:8](=[O:23])[NH:9][C:10]2[S:11][C:12]([S:15]([N:18]([CH2:19][C:20]([OH:22])=[O:21])[CH3:30])(=[O:16])=[O:17])=[CH:13][N:14]=2)[CH2:29][CH2:28][CH2:27][CH2:26][CH2:25]1, predict the reactants needed to synthesize it. (3) The reactants are: Br[C:2]1[CH:7]=[CH:6][N:5]=[C:4]([C:8]#[N:9])[CH:3]=1.C1(P(C2C=CC=CC=2)C2C=CC=CC=2)C=CC=CC=1.[CH3:29][Si:30]([C:33]#[CH:34])([CH3:32])[CH3:31]. Given the product [CH3:29][Si:30]([C:33]#[C:34][C:2]1[CH:7]=[CH:6][N:5]=[C:4]([C:8]#[N:9])[CH:3]=1)([CH3:32])[CH3:31], predict the reactants needed to synthesize it. (4) Given the product [OH:22][C:9]1[C:10]([C:13]2([C:16]3[CH:21]=[CH:20][CH:19]=[CH:18][CH:17]=3)[CH2:15][CH2:14]2)=[N:11][C:12]2[C:7]([C:8]=1[C:23]([OH:25])=[O:24])=[CH:6][C:5]([CH3:26])=[CH:4][C:3]=2[CH3:1], predict the reactants needed to synthesize it. The reactants are: [CH2:1]([C:3]1[CH:4]=[CH:5][CH:6]=[C:7]2[C:12]=1[N:11]=[C:10]([C:13]1([C:16]3[CH:21]=[CH:20][CH:19]=[CH:18][CH:17]=3)[CH2:15][CH2:14]1)[C:9]([OH:22])=[C:8]2[C:23]([OH:25])=[O:24])C.[CH3:26]C1C=C2C(=C(C)C=1)NC(=O)C2=O.[OH-].[Na+]. (5) The reactants are: C(Cl)(=O)C(Cl)=O.[NH:7]1[CH:11]=[C:10]([C:12]([OH:14])=O)[CH:9]=[N:8]1.[NH2:15][C:16]([CH3:20])([CH3:19])[CH2:17][OH:18].C([O-])(O)=O.[Na+]. Given the product [OH:18][CH2:17][C:16]([NH:15][C:12]([C:10]1[CH:9]=[N:8][NH:7][CH:11]=1)=[O:14])([CH3:20])[CH3:19], predict the reactants needed to synthesize it. (6) Given the product [C:1]([C:4]1[N:5]=[C:6]([CH2:24][CH3:25])[C:7]([O:11][CH:12]2[CH2:16][CH2:15][N:14]([C:17]([O:19][C:20]([CH3:23])([CH3:22])[CH3:21])=[O:18])[CH2:13]2)=[N:8][C:9]=1[NH:37][C:36]1[CH:35]=[CH:34][C:33]([N:30]2[CH2:29][CH2:28][N:27]([CH3:26])[CH2:32][CH2:31]2)=[CH:39][CH:38]=1)(=[O:3])[NH2:2], predict the reactants needed to synthesize it. The reactants are: [C:1]([C:4]1[N:5]=[C:6]([CH2:24][CH3:25])[C:7]([O:11][CH:12]2[CH2:16][CH2:15][N:14]([C:17]([O:19][C:20]([CH3:23])([CH3:22])[CH3:21])=[O:18])[CH2:13]2)=[N:8][C:9]=1Cl)(=[O:3])[NH2:2].[CH3:26][N:27]1[CH2:32][CH2:31][N:30]([C:33]2[CH:39]=[CH:38][C:36]([NH2:37])=[CH:35][CH:34]=2)[CH2:29][CH2:28]1.C(N(C(C)C)CC)(C)C.CN(C)C=O. (7) Given the product [Br:1][C:2]1[CH:3]=[N:4][N:5]2[C:10]([NH:11][CH2:12][CH:13]3[CH2:14][CH2:15][N:16]([C:31]([NH2:30])=[O:32])[CH2:17][CH2:18]3)=[CH:9][C:8]([C:19]3[CH:24]=[CH:23][CH:22]=[CH:21][C:20]=3[Cl:25])=[N:7][C:6]=12, predict the reactants needed to synthesize it. The reactants are: [Br:1][C:2]1[CH:3]=[N:4][N:5]2[C:10]([NH:11][CH2:12][CH:13]3[CH2:18][CH2:17][NH:16][CH2:15][CH2:14]3)=[CH:9][C:8]([C:19]3[CH:24]=[CH:23][CH:22]=[CH:21][C:20]=3[Cl:25])=[N:7][C:6]=12.C[Si]([N:30]=[C:31]=[O:32])(C)C.